This data is from Forward reaction prediction with 1.9M reactions from USPTO patents (1976-2016). The task is: Predict the product of the given reaction. (1) Given the reactants [NH:1]1[CH2:6][CH2:5][CH:4]([CH:7]2[CH2:10][N:9]([C:11]([O:13][C:14]([CH3:17])([CH3:16])[CH3:15])=[O:12])[CH2:8]2)[CH2:3][CH2:2]1.[S:18]1[CH:22]=[CH:21][N:20]=[C:19]1[C:23](O)=[O:24].CCN(CC)CC.CN(C(ON1N=NC2C=CC=NC1=2)=[N+](C)C)C.F[P-](F)(F)(F)(F)F, predict the reaction product. The product is: [S:18]1[CH:22]=[CH:21][N:20]=[C:19]1[C:23]([N:1]1[CH2:2][CH2:3][CH:4]([CH:7]2[CH2:8][N:9]([C:11]([O:13][C:14]([CH3:17])([CH3:16])[CH3:15])=[O:12])[CH2:10]2)[CH2:5][CH2:6]1)=[O:24]. (2) Given the reactants [CH:1]1[C:10]2[C:5](=[CH:6][C:7]([C:11]([O:13]C)=[O:12])=[CH:8][CH:9]=2)[CH:4]=[CH:3][C:2]=1[C:15]([O:17]C)=[O:16].[CH2:19]([CH2:34][O:35][C:36]1[CH:37]=[C:38]2[C:43](=[CH:44][CH:45]=1)[CH:42]=[C:41]([C:46]([OH:48])=[O:47])[CH:40]=[CH:39]2)[O:20][C:21]1[CH:22]=[C:23]2[C:28](=[CH:29][CH:30]=1)[CH:27]=[C:26]([C:31]([OH:33])=[O:32])[CH:25]=[CH:24]2, predict the reaction product. The product is: [CH:1]1[C:10]2[C:5](=[CH:6][C:7]([C:11]([OH:13])=[O:12])=[CH:8][CH:9]=2)[CH:4]=[CH:3][C:2]=1[C:15]([OH:17])=[O:16].[CH2:34]([CH2:19][O:20][C:21]1[CH:22]=[C:23]2[C:28](=[CH:29][CH:30]=1)[CH:27]=[C:26]([C:31]([OH:33])=[O:32])[CH:25]=[CH:24]2)[O:35][C:36]1[CH:37]=[C:38]2[C:43](=[CH:44][CH:45]=1)[CH:42]=[C:41]([C:46]([OH:48])=[O:47])[CH:40]=[CH:39]2. (3) Given the reactants [NH:1]1[CH2:7][C:5](=O)N[C:2]1=O.[Li+].[OH-:9].[O:10]=S(Cl)Cl.CO.[BH4-:16].[Na+].Br[C:19]#[N:20], predict the reaction product. The product is: [N:20]1[CH:19]=[C:5]([B:16]([OH:10])[OH:9])[CH:7]=[N:1][CH:2]=1.